Regression/Classification. Given a drug SMILES string, predict its toxicity properties. Task type varies by dataset: regression for continuous values (e.g., LD50, hERG inhibition percentage) or binary classification for toxic/non-toxic outcomes (e.g., AMES mutagenicity, cardiotoxicity, hepatotoxicity). Dataset: herg_karim. From a dataset of hERG potassium channel inhibition data for cardiac toxicity prediction from Karim et al.. (1) The drug is COc1ccc2ncc(F)c(CCC34CCC(NCc5ccc6c(n5)NC(=O)C(C)O6)(CC3)CO4)c2n1. The result is 1 (blocker). (2) The drug is CN(C)CCCn1nc(-c2cnc3[nH]cc(C(=O)NC(C)(C)C)c3n2)c2cc(OC(F)F)ccc21. The result is 1 (blocker). (3) The drug is CN1CCC[C@H]1Cn1nc(Cc2ccc(Cl)cc2)c2ccccc2c1=O. The result is 1 (blocker). (4) The molecule is CC=C(C)C(=O)O[C@H]1C(C)=C[C@]23C(=O)[C@@H](C=C(CO)[C@@H](O)[C@]12O)[C@H]1[C@@H](C[C@H]3C)C1(C)C. The result is 0 (non-blocker). (5) The drug is OCCNCCc1csc(-c2cn(CC3CCOCC3)c3c(Cl)cccc23)n1. The result is 1 (blocker). (6) The molecule is C[C@H]1Cc2c([nH]c3cc(Cl)ccc23)[C@@]2(N1)C(=O)Nc1ccc(Cl)cc12. The result is 0 (non-blocker). (7) The molecule is CC[C@@]1(c2cccc(C(N)=O)c2)[C@H]2CN(CC3(O)Cc4ccccc4C3)C[C@H]21. The result is 1 (blocker). (8) The compound is Cc1cc(C(=O)Nc2ccc(C(=N)N3CCCC3)cc2)n(-c2cc3ccccc3cc2C(=O)O)n1. The result is 0 (non-blocker). (9) The molecule is CS(=O)(=O)Cc1cc(N2CCOCC2)nc(-c2cnc3[nH]ccc3c2)n1. The result is 0 (non-blocker).